From a dataset of Reaction yield outcomes from USPTO patents with 853,638 reactions. Predict the reaction yield, written as a fraction of the theoretical maximum amount of product (1.0 means a 100% yield; for example, 0.34 means a 34% yield). (1) The reactants are [N:1]12[CH2:4][CH2:3][CH2:2][N:1]=C1CC[CH2:4][CH2:3][CH2:2]2.[C:12]([O:16][CH3:17])(=[O:15])[CH2:13][SH:14].C(#N)C=C. The catalyst is CO. The product is [NH2:1][C:2]1[CH2:3][CH2:4][S:14][C:13]=1[C:12]([O:16][CH3:17])=[O:15]. The yield is 0.390. (2) The reactants are [CH3:1][S:2]([C:5]1[CH:6]=[CH:7][C:8]([S:14][CH2:15][C:16]([F:19])([F:18])[F:17])=[C:9]([CH:13]=1)[C:10]([OH:12])=O)(=[O:4])=[O:3].[F:20][C:21]1[CH:26]=[C:25]([S:27]([CH3:30])(=[O:29])=[O:28])[CH:24]=[CH:23][C:22]=1[N:31]1[CH2:36][CH2:35][NH:34][CH2:33][CH2:32]1. No catalyst specified. The product is [F:20][C:21]1[CH:26]=[C:25]([S:27]([CH3:30])(=[O:29])=[O:28])[CH:24]=[CH:23][C:22]=1[N:31]1[CH2:36][CH2:35][N:34]([C:10]([C:9]2[CH:13]=[C:5]([S:2]([CH3:1])(=[O:3])=[O:4])[CH:6]=[CH:7][C:8]=2[S:14][CH2:15][C:16]([F:19])([F:18])[F:17])=[O:12])[CH2:33][CH2:32]1. The yield is 0.740. (3) The reactants are [NH2:1][C:2]1[C:7]([NH2:8])=[C:6]([NH:9][C@@H:10]2[C@@H:15]3[CH2:16][C@@H:12]([CH:13]=[CH:14]3)[C@@H:11]2[C:17]([NH2:19])=[O:18])[C:5]([Cl:20])=[CH:4][N:3]=1.[CH:21]([C:23]1[CH:30]=[CH:29][C:26]([C:27]#[N:28])=[CH:25][CH:24]=1)=O.C([O-])(=O)C.[NH4+]. No catalyst specified. The product is [Cl:20][C:5]1[C:6]([NH:9][C@@H:10]2[C@@H:15]3[CH2:16][C@@H:12]([CH:13]=[CH:14]3)[C@@H:11]2[C:17]([NH2:19])=[O:18])=[C:7]2[N:8]=[C:21]([C:23]3[CH:30]=[CH:29][C:26]([C:27]#[N:28])=[CH:25][CH:24]=3)[NH:1][C:2]2=[N:3][CH:4]=1. The yield is 0.170. (4) The reactants are [N+:1]([C:4]1[C:13]2[O:12][CH2:11][CH2:10][O:9][C:8]=2[CH:7]=[CH:6][C:5]=1[NH:14][C:15](=[O:21])[O:16][C:17]([CH3:20])([CH3:19])[CH3:18])([O-:3])=[O:2].[H-].[Na+].S(OC)(O[CH3:28])(=O)=O.O. The catalyst is CN(C=O)C. The product is [CH3:28][N:14]([C:5]1[CH:6]=[CH:7][C:8]2[O:9][CH2:10][CH2:11][O:12][C:13]=2[C:4]=1[N+:1]([O-:3])=[O:2])[C:15](=[O:21])[O:16][C:17]([CH3:18])([CH3:20])[CH3:19]. The yield is 0.920. (5) The reactants are Br[C:2]1[C:10]2[S:9][N:8]=[CH:7][C:6]=2[C:5]([O:11][CH3:12])=[CH:4][CH:3]=1.[C:13]([O-])([O-])=O.[K+].[K+].CB1OB(C)OB(C)O1. The catalyst is O1CCOCC1.O.ClCCl.C1C=CC([P]([Pd]([P](C2C=CC=CC=2)(C2C=CC=CC=2)C2C=CC=CC=2)([P](C2C=CC=CC=2)(C2C=CC=CC=2)C2C=CC=CC=2)[P](C2C=CC=CC=2)(C2C=CC=CC=2)C2C=CC=CC=2)(C2C=CC=CC=2)C2C=CC=CC=2)=CC=1. The product is [CH3:12][O:11][C:5]1[C:6]2[CH:7]=[N:8][S:9][C:10]=2[C:2]([CH3:13])=[CH:3][CH:4]=1. The yield is 0.260. (6) The reactants are [Cl:1][C:2]1[C:7]2[N:8]([CH2:11][C:12]([OH:14])=O)[CH:9]=[N:10][C:6]=2[CH:5]=[CH:4][C:3]=1[F:15].[NH2:16][CH:17]([C:19]1[CH:24]=[CH:23][C:22]([C:25]([CH3:29])([CH3:28])[C:26]#[N:27])=[C:21]([CH3:30])[CH:20]=1)[CH3:18].CN(C(ON1N=NC2C=CC=NC1=2)=[N+](C)C)C.F[P-](F)(F)(F)(F)F. The catalyst is CN(C1C=CN=CC=1)C.CN(C=O)C.CO. The product is [Cl:1][C:2]1[C:7]2[N:8]([CH2:11][C:12]([NH:16][CH:17]([C:19]3[CH:24]=[CH:23][C:22]([C:25]([C:26]#[N:27])([CH3:29])[CH3:28])=[C:21]([CH3:30])[CH:20]=3)[CH3:18])=[O:14])[CH:9]=[N:10][C:6]=2[CH:5]=[CH:4][C:3]=1[F:15]. The yield is 0.530. (7) The reactants are N(C(OCC)=O)=NC(OCC)=O.[Cl:13][C:14]1[CH:15]=[CH:16][C:17]2[N:18]([CH3:35])[C:19](=[O:34])[C:20]3[CH:30]=[C:29]([CH2:31][CH2:32][OH:33])[CH:28]=[N:27][C:21]=3[N:22]([CH2:25][CH3:26])[C:23]=2[N:24]=1.O[C:37]1[C:46]2[C:41](=[CH:42][CH:43]=[CH:44][CH:45]=2)[N:40]=[CH:39][CH:38]=1.C1C=CC(P(C2C=CC=CC=2)C2C=CC=CC=2)=CC=1. The catalyst is C1COCC1. The product is [Cl:13][C:14]1[CH:15]=[CH:16][C:17]2[N:18]([CH3:35])[C:19](=[O:34])[C:20]3[CH:30]=[C:29]([CH2:31][CH2:32][O:33][C:37]4[C:46]5[C:41](=[CH:42][CH:43]=[CH:44][CH:45]=5)[N:40]=[CH:39][CH:38]=4)[CH:28]=[N:27][C:21]=3[N:22]([CH2:25][CH3:26])[C:23]=2[N:24]=1. The yield is 0.750. (8) The reactants are [CH2:1]([O:8][CH2:9][C:10]([NH2:12])=[S:11])[C:2]1[CH:7]=[CH:6][CH:5]=[CH:4][CH:3]=1.Br[CH2:14][C:15]([C:17]1[CH:22]=[CH:21][C:20]([Cl:23])=[CH:19][CH:18]=1)=O.O. The catalyst is CN(C=O)C. The product is [CH2:1]([O:8][CH2:9][C:10]1[S:11][CH:14]=[C:15]([C:17]2[CH:22]=[CH:21][C:20]([Cl:23])=[CH:19][CH:18]=2)[N:12]=1)[C:2]1[CH:7]=[CH:6][CH:5]=[CH:4][CH:3]=1. The yield is 0.490. (9) The reactants are [CH2:1]([O:8][C:9]([N:11]1[CH2:16][CH2:15][C:14]2[N:17]=[C:18]([C:20]3[CH:25]=[CH:24][CH:23]=[CH:22][N:21]=3)[NH:19][C:13]=2[CH2:12]1)=[O:10])[C:2]1[CH:7]=[CH:6][CH:5]=[CH:4][CH:3]=1.CC(C)([O-])C.[K+].[CH3:32][O:33][C:34]1[CH:41]=[CH:40][C:37]([CH2:38]Cl)=[CH:36][CH:35]=1. The catalyst is CN(C=O)C. The product is [CH2:1]([O:8][C:9]([N:11]1[CH2:16][CH2:15][C:14]2[N:17]=[C:18]([C:20]3[CH:25]=[CH:24][CH:23]=[CH:22][N:21]=3)[N:19]([CH2:38][C:37]3[CH:40]=[CH:41][C:34]([O:33][CH3:32])=[CH:35][CH:36]=3)[C:13]=2[CH2:12]1)=[O:10])[C:2]1[CH:7]=[CH:6][CH:5]=[CH:4][CH:3]=1. The yield is 0.640.